Predict the reactants needed to synthesize the given product. From a dataset of Full USPTO retrosynthesis dataset with 1.9M reactions from patents (1976-2016). (1) Given the product [ClH:39].[ClH:39].[ClH:39].[NH2:7][C@H:8]1[CH2:13][CH2:12][CH2:11][N:10]([C:14]2[N:15]=[CH:16][C:17]([NH:20][C:21]3[C:30]4[C:25](=[CH:26][CH:27]=[C:28]([C:31]5[CH:36]=[C:35]([F:37])[C:34]([OH:38])=[C:33]([Cl:39])[CH:32]=5)[N:29]=4)[N:24]=[CH:23][C:22]=3[C:40](=[O:42])[CH3:41])=[CH:18][CH:19]=2)[CH2:9]1, predict the reactants needed to synthesize it. The reactants are: C(OC(=O)[NH:7][C@H:8]1[CH2:13][CH2:12][CH2:11][N:10]([C:14]2[CH:19]=[CH:18][C:17]([NH:20][C:21]3[C:30]4[C:25](=[CH:26][CH:27]=[C:28]([C:31]5[CH:36]=[C:35]([F:37])[C:34]([OH:38])=[C:33]([Cl:39])[CH:32]=5)[N:29]=4)[N:24]=[CH:23][C:22]=3[C:40](=[O:42])[CH3:41])=[CH:16][N:15]=2)[CH2:9]1)(C)(C)C.C(O)(C(F)(F)F)=O. (2) Given the product [OH:16][C:11]1[CH:12]=[C:13]2[C:8](=[C:9]3[CH:20]4[CH2:21][CH:17]([CH2:18][CH2:19]4)[C:10]=13)[O:7][C:6]([CH2:5][CH2:4][C:3]([OH:23])=[O:2])([CH3:22])[CH2:15][CH2:14]2, predict the reactants needed to synthesize it. The reactants are: C[O:2][C:3](=[O:23])[CH2:4][CH2:5][C:6]1([CH3:22])[CH2:15][CH2:14][C:13]2[C:8](=[C:9]3[CH:20]4[CH2:21][CH:17]([CH2:18][CH2:19]4)[C:10]3=[C:11]([OH:16])[CH:12]=2)[O:7]1.[OH-].[Na+].O1CCOCC1.Cl. (3) Given the product [CH2:1]([O:3][C:4]([C:6]1[S:10][C:9]([NH:11][C:12]2[CH:17]=[C:16]([CH:18]=[O:19])[CH:15]=[CH:14][C:13]=2[N+:23]([O-:25])=[O:24])=[N:8][C:7]=1[C:26]1[CH:31]=[CH:30][CH:29]=[CH:28][CH:27]=1)=[O:5])[CH3:2], predict the reactants needed to synthesize it. The reactants are: [CH2:1]([O:3][C:4]([C:6]1[S:10][C:9]([NH:11][C:12]2[CH:17]=[C:16]([CH:18](OC)[O:19]C)[CH:15]=[CH:14][C:13]=2[N+:23]([O-:25])=[O:24])=[N:8][C:7]=1[C:26]1[CH:31]=[CH:30][CH:29]=[CH:28][CH:27]=1)=[O:5])[CH3:2].Cl. (4) Given the product [OH:4][CH2:5][C:6]1[O:7][C:8]([C:11]2[CH:19]=[C:18]3[C:14]([C:15]([CH3:23])([CH3:22])[C:16](=[O:21])[N:17]3[CH3:20])=[CH:13][CH:12]=2)=[CH:9][N:10]=1, predict the reactants needed to synthesize it. The reactants are: C([O:4][CH2:5][C:6]1[O:7][C:8]([C:11]2[CH:19]=[C:18]3[C:14]([C:15]([CH3:23])([CH3:22])[C:16](=[O:21])[N:17]3[CH3:20])=[CH:13][CH:12]=2)=[CH:9][N:10]=1)(=O)C.C(=O)([O-])[O-].[K+].[K+]. (5) The reactants are: [N:1]([C@H:4]1[C@H:8]([OH:9])[CH2:7][N:6](C(OC(C)(C)C)=O)[CH2:5]1)=[N+:2]=[N-:3].C(=O)([O-])[O-].[K+].[K+]. Given the product [N:1]([C@@H:4]1[CH2:5][NH:6][CH2:7][C@H:8]1[OH:9])=[N+:2]=[N-:3], predict the reactants needed to synthesize it. (6) The reactants are: CNCC1[CH:5]=[C:6]2[C:11](=[CH:12][C:13]=1[Cl:14])[O:10][C:9](=[O:15])[C:8]([CH2:16][C:17]([NH:19][C:20]1[CH:25]=[CH:24][C:23]([Cl:26])=[CH:22][C:21]=1[C:27]([F:30])([F:29])[F:28])=[O:18])=[C:7]2[C:31]1[CH:36]=[CH:35][CH:34]=[CH:33][CH:32]=1.[CH2:37]([N:39]([CH2:42][CH3:43])[CH2:40][CH3:41])C.C(Cl)(=[O:46])C.O. Given the product [C:40]([N:39]([CH2:42][C:43]1[CH:5]=[C:6]2[C:11](=[CH:12][C:13]=1[Cl:14])[O:10][C:9](=[O:15])[C:8]([CH2:16][C:17]([NH:19][C:20]1[CH:25]=[CH:24][C:23]([Cl:26])=[CH:22][C:21]=1[C:27]([F:29])([F:30])[F:28])=[O:18])=[C:7]2[C:31]1[CH:32]=[CH:33][CH:34]=[CH:35][CH:36]=1)[CH3:37])(=[O:46])[CH3:41], predict the reactants needed to synthesize it. (7) Given the product [CH2:1]([O:3][C:4]1[C:9]([C:14]2[CH:15]=[C:16]([NH2:17])[CH:18]=[CH:19][CH:20]=2)=[CH:8][CH:7]=[CH:6][N:5]=1)[CH3:2], predict the reactants needed to synthesize it. The reactants are: [CH2:1]([O:3][C:4]1[C:9](B(O)O)=[CH:8][CH:7]=[CH:6][N:5]=1)[CH3:2].Br[C:14]1[CH:15]=[C:16]([CH:18]=[CH:19][CH:20]=1)[NH2:17].C([O-])([O-])=O.[Na+].[Na+].